The task is: Predict the reactants needed to synthesize the given product.. This data is from Full USPTO retrosynthesis dataset with 1.9M reactions from patents (1976-2016). Given the product [CH3:15][N:14]1[C:5]2[C:4]3[N:3]=[C:2]([O:1][S:28]([C:31]([F:34])([F:33])[F:32])(=[O:30])=[O:29])[N:11]=[CH:10][C:9]=3[CH2:8][CH2:7][C:6]=2[C:12]([C:16]([O:18][CH2:19][CH3:20])=[O:17])=[N:13]1, predict the reactants needed to synthesize it. The reactants are: [OH:1][C:2]1[N:11]=[CH:10][C:9]2[CH2:8][CH2:7][C:6]3[C:12]([C:16]([O:18][CH2:19][CH3:20])=[O:17])=[N:13][N:14]([CH3:15])[C:5]=3[C:4]=2[N:3]=1.C(N(CC)CC)C.[S:28](O[S:28]([C:31]([F:34])([F:33])[F:32])(=[O:30])=[O:29])([C:31]([F:34])([F:33])[F:32])(=[O:30])=[O:29].